Dataset: Reaction yield outcomes from USPTO patents with 853,638 reactions. Task: Predict the reaction yield, written as a fraction of the theoretical maximum amount of product (1.0 means a 100% yield; for example, 0.34 means a 34% yield). (1) The reactants are Cl.[Cl:2][C:3]1[C:4]([F:29])=[C:5]([CH:26]=[CH:27][CH:28]=1)[NH:6][C:7]1[C:16]2[C:11](=[CH:12][C:13]([O:24][CH3:25])=[C:14]([O:17][CH2:18][C@@H:19]3[CH2:23][CH2:22][CH2:21][NH:20]3)[CH:15]=2)[N:10]=[CH:9][N:8]=1.C(N(C(C)C)CC)(C)C.[Cl:39][CH2:40][C:41](Cl)=[O:42]. The catalyst is C(Cl)Cl. The product is [Cl:2][C:3]1[C:4]([F:29])=[C:5]([CH:26]=[CH:27][CH:28]=1)[NH:6][C:7]1[C:16]2[C:11](=[CH:12][C:13]([O:24][CH3:25])=[C:14]([O:17][CH2:18][C@@H:19]3[CH2:23][CH2:22][CH2:21][N:20]3[C:41](=[O:42])[CH2:40][Cl:39])[CH:15]=2)[N:10]=[CH:9][N:8]=1. The yield is 0.949. (2) The reactants are [Br:1][C:2]1[CH:3]=[C:4]([CH:8]=[C:9]([O:11][CH3:12])[CH:10]=1)[C:5](O)=[O:6].S(Cl)(Cl)=O.C[N:18](C=O)C. The catalyst is C1(C)C=CC=CC=1. The product is [Br:1][C:2]1[CH:3]=[C:4]([CH:8]=[C:9]([O:11][CH3:12])[CH:10]=1)[C:5]([NH2:18])=[O:6]. The yield is 0.900. (3) The reactants are [OH:1][C:2]1[CH:3]=[C:4]([CH:7]=[CH:8][CH:9]=1)[CH:5]=[O:6].I[CH:11]([CH3:13])[CH3:12].C(=O)([O-])[O-].[K+].[K+].O. The catalyst is C(O)(C)C. The product is [CH:11]([O:1][C:2]1[CH:3]=[C:4]([CH:7]=[CH:8][CH:9]=1)[CH:5]=[O:6])([CH3:13])[CH3:12]. The yield is 0.670. (4) The reactants are [Br:1][C:2]1[O:6][C:5]([CH3:7])=[C:4]([C:8](OC)=[O:9])[CH:3]=1.[H-].[Al+3].[Li+].[H-].[H-].[H-].Cl.O. The catalyst is O1CCCC1. The product is [Br:1][C:2]1[O:6][C:5]([CH3:7])=[C:4]([CH2:8][OH:9])[CH:3]=1. The yield is 0.600. (5) The reactants are [NH2:1][C:2]1[CH:20]=[CH:19][CH:18]=[CH:17][C:3]=1[C:4]([NH:6][C:7]1[N:8]=[CH:9][C:10]2[C:15]([CH:16]=1)=[CH:14][CH:13]=[CH:12][CH:11]=2)=[O:5].CO.[Br:23][C:24]1[CH:29]=[CH:28][C:27]([CH:30]=O)=[CH:26][N:25]=1.C([BH3-])#N.[Na+]. The catalyst is C(O)(=O)C. The product is [Br:23][C:24]1[N:25]=[CH:26][C:27]([CH2:30][NH:1][C:2]2[CH:20]=[CH:19][CH:18]=[CH:17][C:3]=2[C:4]([NH:6][C:7]2[N:8]=[CH:9][C:10]3[C:15]([CH:16]=2)=[CH:14][CH:13]=[CH:12][CH:11]=3)=[O:5])=[CH:28][CH:29]=1. The yield is 0.570. (6) The reactants are [CH:1](=[O:10])[CH:2]=[CH:3][C:4]1[CH:9]=[CH:8][CH:7]=[CH:6][CH:5]=1.Br[CH2:12][C:13]1[CH:26]=[CH:25][CH:24]=[CH:23][C:14]=1[O:15][Si](C(C)(C)C)(C)C. No catalyst specified. The product is [C:4]1([C@H:3]2[CH2:2][C:1](=[O:10])[O:15][C:14]3[CH:23]=[CH:24][CH:25]=[CH:26][C:13]=3[CH2:12]2)[CH:9]=[CH:8][CH:7]=[CH:6][CH:5]=1. The yield is 0.640. (7) The reactants are Cl[C:2]1[CH:7]=[C:6]2[CH2:8][O:9][C:10]3[CH:39]=[C:38]4[C:13]([CH:14]=[CH:15][C:16]5[N:20]=[C:19]([C@@H:21]6[CH2:25][CH2:24][C@H:23]([CH3:26])[N:22]6[C:27](=[O:37])[C@@H:28]([NH:32][C:33](=[O:36])[O:34][CH3:35])[CH:29]([CH3:31])[CH3:30])[NH:18][C:17]=54)=[CH:12][C:11]=3[C:5]2=[CH:4][CH:3]=1.[B:40]1([B:40]2[O:44][C:43]([CH3:46])([CH3:45])[C:42]([CH3:48])([CH3:47])[O:41]2)[O:44][C:43]([CH3:46])([CH3:45])[C:42]([CH3:48])([CH3:47])[O:41]1.CC([O-])=O.[K+]. The catalyst is O1CCOCC1.C1C=CC(/C=C/C(/C=C/C2C=CC=CC=2)=O)=CC=1.C1C=CC(/C=C/C(/C=C/C2C=CC=CC=2)=O)=CC=1.C1C=CC(/C=C/C(/C=C/C2C=CC=CC=2)=O)=CC=1.[Pd].[Pd].CC(C1C=C(C(C)C)C(C2C=CC=CC=2P(C2CCCCC2)C2CCCCC2)=C(C(C)C)C=1)C. The product is [CH3:31][CH:29]([CH3:30])[C@H:28]([NH:32][C:33](=[O:36])[O:34][CH3:35])[C:27]([N:22]1[C@H:21]([C:19]2[NH:18][C:17]3[C:38]4[C:13]([CH:14]=[CH:15][C:16]=3[N:20]=2)=[CH:12][C:11]2[C:5]3[C:6]([CH2:8][O:9][C:10]=2[CH:39]=4)=[CH:7][C:2]([B:40]2[O:44][C:43]([CH3:46])([CH3:45])[C:42]([CH3:48])([CH3:47])[O:41]2)=[CH:3][CH:4]=3)[CH2:25][CH2:24][C@@H:23]1[CH3:26])=[O:37]. The yield is 0.720. (8) The reactants are [CH3:1][N:2]1[CH:6]=[C:5]([C:7](=O)[CH2:8][C:9](=O)[C:10]([O:12][CH2:13][CH3:14])=[O:11])[N:4]=[CH:3]1.[NH:17]([C:19]1[CH:20]=[CH:21][C:22]([CH3:25])=[N:23][CH:24]=1)[NH2:18].C(Cl)(Cl)Cl.C(=O)(O)[O-].[Na+]. The catalyst is Cl.C(O)C. The product is [CH3:1][N:2]1[CH:6]=[C:5]([C:7]2[N:17]([C:19]3[CH:24]=[N:23][C:22]([CH3:25])=[CH:21][CH:20]=3)[N:18]=[C:9]([C:10]([O:12][CH2:13][CH3:14])=[O:11])[CH:8]=2)[N:4]=[CH:3]1. The yield is 0.450. (9) The reactants are [Br:1][C:2]1[S:6][C:5]([CH:7]([OH:13])[C:8]([O:10][CH2:11][CH3:12])=[O:9])=[CH:4][CH:3]=1.[CH3:14][C:15]([Si:18](Cl)([CH3:20])[CH3:19])([CH3:17])[CH3:16].C(N(CC)CC)C. The catalyst is CN(C1C=CN=CC=1)C.ClCCl. The product is [Br:1][C:2]1[S:6][C:5]([CH:7]([O:13][Si:18]([C:15]([CH3:17])([CH3:16])[CH3:14])([CH3:20])[CH3:19])[C:8]([O:10][CH2:11][CH3:12])=[O:9])=[CH:4][CH:3]=1. The yield is 0.699.